The task is: Predict the reactants needed to synthesize the given product.. This data is from Full USPTO retrosynthesis dataset with 1.9M reactions from patents (1976-2016). (1) Given the product [CH3:26][N:27]([O:28][CH3:29])[C:7](=[O:9])[C:4]1[CH:5]=[CH:6][N:1]=[CH:2][CH:3]=1, predict the reactants needed to synthesize it. The reactants are: [N:1]1[CH:6]=[CH:5][C:4]([C:7]([OH:9])=O)=[CH:3][CH:2]=1.C(N1C=CN=C1)(N1C=CN=C1)=O.C(=O)=O.Cl.[CH3:26][NH:27][O:28][CH3:29]. (2) The reactants are: [NH2:1][C:2]1[N:10]=[CH:9][N:8]=[C:7]2[C:3]=1[N:4]=[C:5]([S:19][C:20]1[CH:25]=[C:24]([O:26][CH3:27])[CH:23]=[CH:22][C:21]=1[I:28])[N:6]2[CH2:11][CH2:12][CH2:13]OS(C)(=O)=O.[C:29]([NH2:33])([CH3:32])([CH3:31])[CH3:30]. Given the product [C:29]([NH:33][CH2:13][CH2:12][CH2:11][N:6]1[C:5]([S:19][C:20]2[CH:25]=[C:24]([O:26][CH3:27])[CH:23]=[CH:22][C:21]=2[I:28])=[N:4][C:3]2[C:7]1=[N:8][CH:9]=[N:10][C:2]=2[NH2:1])([CH3:32])([CH3:31])[CH3:30], predict the reactants needed to synthesize it. (3) Given the product [CH3:1][O:2][C:3]([C:4]1[N:20]=[C:17]([CH3:18])[S:19][C:5]=1[C:6]1[CH:11]=[CH:10][CH:9]=[C:8]([C:12]#[N:13])[CH:7]=1)=[O:16], predict the reactants needed to synthesize it. The reactants are: [CH3:1][O:2][C:3](=[O:16])[C:4](=O)[CH:5](Cl)[C:6]1[CH:11]=[CH:10][CH:9]=[C:8]([C:12]#[N:13])[CH:7]=1.[C:17]([NH2:20])(=[S:19])[CH3:18]. (4) Given the product [CH2:1]([O:3][C:4](=[O:31])[C:5]([CH3:7])([O:8][C:9]1[CH:14]=[CH:13][C:12]([O:15][CH2:16][CH2:17][C:18]2[N:19]=[C:20]([C:24]3[CH:29]=[CH:28][C:27]([O:46][C:40]4[CH:45]=[CH:44][CH:43]=[CH:42][CH:41]=4)=[CH:26][CH:25]=3)[O:21][C:22]=2[CH3:23])=[CH:11][CH:10]=1)[CH3:6])[CH3:2], predict the reactants needed to synthesize it. The reactants are: [CH2:1]([O:3][C:4](=[O:31])[C:5]([O:8][C:9]1[CH:14]=[CH:13][C:12]([O:15][CH2:16][CH2:17][C:18]2[N:19]=[C:20]([C:24]3[CH:29]=[CH:28][C:27](Br)=[CH:26][CH:25]=3)[O:21][C:22]=2[CH3:23])=[CH:11][CH:10]=1)([CH3:7])[CH3:6])[CH3:2].P([O-])([O-])([O-])=O.[K+].[K+].[K+].[C:40]1([OH:46])[CH:45]=[CH:44][CH:43]=[CH:42][CH:41]=1. (5) The reactants are: N#N.[NH2:3][C:4]1[CH:9]=[CH:8][CH:7]=[CH:6][C:5]=1[NH:10][C:11](=O)[CH:12]([NH:24][C:25](=[O:31])[O:26][C:27]([CH3:30])([CH3:29])[CH3:28])[C:13]([C:16]1[CH:21]=[CH:20][C:19]([O:22][CH3:23])=[CH:18][CH:17]=1)([CH3:15])[CH3:14]. Given the product [NH:10]1[C:5]2[CH:6]=[CH:7][CH:8]=[CH:9][C:4]=2[N:3]=[C:11]1[CH:12]([NH:24][C:25](=[O:31])[O:26][C:27]([CH3:30])([CH3:29])[CH3:28])[C:13]([C:16]1[CH:21]=[CH:20][C:19]([O:22][CH3:23])=[CH:18][CH:17]=1)([CH3:15])[CH3:14], predict the reactants needed to synthesize it. (6) The reactants are: Cl.Cl.[NH2:3][CH2:4][CH2:5][CH2:6][CH2:7][CH2:8][CH2:9][CH2:10][CH2:11][CH2:12][N:13]1[CH2:18][CH2:17][CH:16]([O:19][C:20](=[O:34])[NH:21][C:22]2[CH:27]=[CH:26][CH:25]=[CH:24][C:23]=2[C:28]2[CH:33]=[CH:32][CH:31]=[CH:30][CH:29]=2)[CH2:15][CH2:14]1.[F:35][C:36]1[C:37]([OH:45])=[C:38]([CH:42]=[CH:43][CH:44]=1)[C:39](O)=[O:40]. Given the product [F:35][C:36]1[C:37]([OH:45])=[C:38]([CH:42]=[CH:43][CH:44]=1)[C:39]([NH:3][CH2:4][CH2:5][CH2:6][CH2:7][CH2:8][CH2:9][CH2:10][CH2:11][CH2:12][N:13]1[CH2:18][CH2:17][CH:16]([O:19][C:20](=[O:34])[NH:21][C:22]2[CH:27]=[CH:26][CH:25]=[CH:24][C:23]=2[C:28]2[CH:33]=[CH:32][CH:31]=[CH:30][CH:29]=2)[CH2:15][CH2:14]1)=[O:40], predict the reactants needed to synthesize it. (7) Given the product [CH3:12][O:10][C:9](=[O:11])[CH2:8][C:4]1[CH:5]=[CH:6][CH:7]=[C:2]([Br:1])[CH:3]=1, predict the reactants needed to synthesize it. The reactants are: [Br:1][C:2]1[CH:3]=[C:4]([CH2:8][C:9]([OH:11])=[O:10])[CH:5]=[CH:6][CH:7]=1.[CH2:12](Cl)Cl. (8) Given the product [CH2:1]([O:8][C:9]1[C:10](=[O:36])[C:11]([C:32]([OH:34])=[O:33])=[CH:12][N:13]([CH2:26][CH:27]([O:28][CH3:29])[O:30][CH3:31])[C:14]=1[C:15](=[O:25])[NH:16][CH2:17][C:18]1[CH:23]=[CH:22][CH:21]=[C:20]([Cl:24])[CH:19]=1)[C:2]1[CH:7]=[CH:6][CH:5]=[CH:4][CH:3]=1, predict the reactants needed to synthesize it. The reactants are: [CH2:1]([O:8][C:9]1[C:10](=[O:36])[C:11]([C:32]([O:34]C)=[O:33])=[CH:12][N:13]([CH2:26][CH:27]([O:30][CH3:31])[O:28][CH3:29])[C:14]=1[C:15](=[O:25])[NH:16][CH2:17][C:18]1[CH:23]=[CH:22][CH:21]=[C:20]([Cl:24])[CH:19]=1)[C:2]1[CH:7]=[CH:6][CH:5]=[CH:4][CH:3]=1.CO.[OH-].[Li+].